This data is from Forward reaction prediction with 1.9M reactions from USPTO patents (1976-2016). The task is: Predict the product of the given reaction. (1) Given the reactants [CH2:1]1[C:9]2[C:4](=[CH:5][CH:6]=[CH:7][CH:8]=2)[CH2:3][CH:2]1[CH2:10][C:11]([OH:13])=[O:12].S(Cl)(Cl)=O.[CH3:18]O, predict the reaction product. The product is: [CH3:18][O:12][C:11](=[O:13])[CH2:10][CH:2]1[CH2:1][C:9]2[C:4](=[CH:5][CH:6]=[CH:7][CH:8]=2)[CH2:3]1. (2) Given the reactants [CH2:1]=[CH:2][C:3]1[CH:8]=[CH:7][CH:6]=[CH:5][CH:4]=1.[K].CC(C(C(C(S)(C)C)(C)C)(C)C)C.[C:23](#[N:26])[CH:24]=[CH2:25].[O-]P(OP([O-])([O-])=O)(=O)[O-].[Na+].[Na+].[Na+].[Na+].O=C[C@@H]([C@H]([C@@H]([C@@H](CO)O)O)O)O.[O-]O.C1(C(C)C)C=CC=CC=1.C(C1C=C(CC)C=C(C(C)(C)C)C=1O)C1C=C(CC)C=C(C(C)(C)C)C=1O.S(=O)(=O)(O)O, predict the reaction product. The product is: [CH:1]([CH:25]=[CH:24][C:23]#[N:26])=[CH:2][C:3]1[CH:8]=[CH:7][CH:6]=[CH:5][CH:4]=1. (3) Given the reactants C[O:2][C:3]1[CH:4]=[C:5]2[C:10](=[CH:11][CH:12]=1)[C:9]([C:13]([C:15]1[CH:20]=[CH:19][C:18]([O:21][CH2:22][CH2:23][N:24]3[CH2:29][CH2:28][CH2:27][CH2:26][CH2:25]3)=[CH:17][CH:16]=1)=[O:14])=[C:8]([C:30]1[C:35]([F:36])=[CH:34][CH:33]=[C:32]([F:37])[C:31]=1[F:38])[CH:7]=[CH:6]2.B(Br)(Br)Br, predict the reaction product. The product is: [OH:2][C:3]1[CH:4]=[C:5]2[C:10](=[CH:11][CH:12]=1)[C:9]([C:13]([C:15]1[CH:16]=[CH:17][C:18]([O:21][CH2:22][CH2:23][N:24]3[CH2:29][CH2:28][CH2:27][CH2:26][CH2:25]3)=[CH:19][CH:20]=1)=[O:14])=[C:8]([C:30]1[C:35]([F:36])=[CH:34][CH:33]=[C:32]([F:37])[C:31]=1[F:38])[CH:7]=[CH:6]2. (4) Given the reactants [CH2:1]([N:8]1[C:13](=[O:14])[CH2:12][O:11][CH2:10][CH:9]1[CH2:15]OS(C1C=CC(C)=CC=1)(=O)=O)[C:2]1[CH:7]=[CH:6][CH:5]=[CH:4][CH:3]=1.[CH3:27][O:28][C:29]1[CH:30]=[C:31]([C@H:35]([NH2:37])[CH3:36])[CH:32]=[CH:33][CH:34]=1.[ClH:38], predict the reaction product. The product is: [ClH:38].[CH2:1]([N:8]1[CH:9]([CH2:15][NH:37][C@@H:35]([C:31]2[CH:32]=[CH:33][CH:34]=[C:29]([O:28][CH3:27])[CH:30]=2)[CH3:36])[CH2:10][O:11][CH2:12][C:13]1=[O:14])[C:2]1[CH:3]=[CH:4][CH:5]=[CH:6][CH:7]=1.